This data is from Forward reaction prediction with 1.9M reactions from USPTO patents (1976-2016). The task is: Predict the product of the given reaction. (1) Given the reactants [CH2:1]([O:8][C:9]([NH:11][C:12]1[C:13]([CH3:39])=[C:14]([C:18]2[C:30]3[C:29]4[C:24](=[CH:25][C:26]([O:31][CH2:32][CH2:33][O:34][CH3:35])=[CH:27][CH:28]=4)[NH:23][C:22]=3[C:21]([C:36](O)=[O:37])=[N:20][CH:19]=2)[CH:15]=[CH:16][CH:17]=1)=[O:10])[C:2]1[CH:7]=[CH:6][CH:5]=[CH:4][CH:3]=1.[Cl-].[NH4+:41].C(NC(C)C)(C)C.F[P-](F)(F)(F)(F)F.N1(O[P+](N(C)C)(N(C)C)N(C)C)C2C=CC=CC=2N=N1.CN1CCOCC1, predict the reaction product. The product is: [C:36]([C:21]1[C:22]2[NH:23][C:24]3[C:29]([C:30]=2[C:18]([C:14]2[C:13]([CH3:39])=[C:12]([NH:11][C:9](=[O:10])[O:8][CH2:1][C:2]4[CH:7]=[CH:6][CH:5]=[CH:4][CH:3]=4)[CH:17]=[CH:16][CH:15]=2)=[CH:19][N:20]=1)=[CH:28][CH:27]=[C:26]([O:31][CH2:32][CH2:33][O:34][CH3:35])[CH:25]=3)(=[O:37])[NH2:41]. (2) Given the reactants [C:1]([NH:4][NH:5][C:6]([C:8]1([CH3:22])[CH2:12][O:11][C:10]([CH3:14])([CH3:13])[N:9]1[C:15]([O:17][C:18]([CH3:21])([CH3:20])[CH3:19])=[O:16])=O)(=O)[CH3:2].COC1C=CC(P2(=S)SP(=S)(C3C=CC(OC)=CC=3)[S:32]2)=CC=1, predict the reaction product. The product is: [CH3:13][C:10]1([CH3:14])[N:9]([C:15]([O:17][C:18]([CH3:21])([CH3:20])[CH3:19])=[O:16])[C:8]([CH3:22])([C:6]2[S:32][C:1]([CH3:2])=[N:4][N:5]=2)[CH2:12][O:11]1. (3) Given the reactants C(OC(=O)[NH:10][CH2:11][CH:12]1[CH2:16][C:15]2[CH:17]=[CH:18][CH:19]=[C:20]([C:21]3[CH:26]=[CH:25][CH:24]=[CH:23][C:22]=3[Cl:27])[C:14]=2[O:13]1)C1C=CC=CC=1.I[Si](C)(C)C.Cl, predict the reaction product. The product is: [Cl:27][C:22]1[CH:23]=[CH:24][CH:25]=[CH:26][C:21]=1[C:20]1[C:14]2[O:13][CH:12]([CH2:11][NH2:10])[CH2:16][C:15]=2[CH:17]=[CH:18][CH:19]=1. (4) The product is: [CH3:1][N:2]1[C:6]([C:7]([NH2:21])=[O:8])=[C:5]([N+:10]([O-:12])=[O:11])[C:4]([CH3:13])=[N:3]1. Given the reactants [CH3:1][N:2]1[C:6]([C:7](O)=[O:8])=[C:5]([N+:10]([O-:12])=[O:11])[C:4]([CH3:13])=[N:3]1.C(Cl)(=O)C(Cl)=O.[OH-].[NH4+:21], predict the reaction product. (5) Given the reactants [Cl:1][C:2]1[CH:3]=[CH:4][C:5]([C:44]#[N:45])=[C:6]([C:8]2[C:13]([O:14][CH3:15])=[CH:12][N:11]([CH:16]([CH2:38][CH:39]3[CH2:42][CH2:41][CH2:40]3)[C:17]([NH:19][C:20]3[CH:28]=[C:27]4[C:23]([C:24](=[O:37])[N:25]([CH3:36])[N:26]4C(OC(C)(C)C)=O)=[CH:22][CH:21]=3)=[O:18])[C:10](=[O:43])[CH:9]=2)[CH:7]=1.C(O)(C(F)(F)F)=O, predict the reaction product. The product is: [Cl:1][C:2]1[CH:3]=[CH:4][C:5]([C:44]#[N:45])=[C:6]([C:8]2[C:13]([O:14][CH3:15])=[CH:12][N:11]([CH:16]([CH2:38][CH:39]3[CH2:40][CH2:41][CH2:42]3)[C:17]([NH:19][C:20]3[CH:28]=[C:27]4[C:23]([C:24](=[O:37])[N:25]([CH3:36])[NH:26]4)=[CH:22][CH:21]=3)=[O:18])[C:10](=[O:43])[CH:9]=2)[CH:7]=1. (6) Given the reactants O.[NH2:2][C@H:3]([C:9]([O-:11])=[O:10])[CH2:4][CH2:5][CH2:6][CH2:7][NH2:8].[NH2:12][C@H:13]([C:19]([O-:21])=[O:20])[CH2:14][CH2:15][CH2:16][CH2:17][NH2:18].[Ca+2:22], predict the reaction product. The product is: [NH2:2][C@H:3]([C:9]([O-:11])=[O:10])[CH2:4][CH2:5][CH2:6][CH2:7][NH2:8].[NH2:12][C@H:13]([C:19]([O-:21])=[O:20])[CH2:14][CH2:15][CH2:16][CH2:17][NH2:18].[Ca+2:22]. (7) Given the reactants Cl[C:2]1[CH:7]=[CH:6][C:5]([N+:8]([O-:10])=[O:9])=[CH:4][N:3]=1.[H-].[Na+].[C:13]([O:21][C:22]([CH3:25])([CH3:24])[CH3:23])(=[O:20])[CH2:14][C:15]([O:17][CH2:18][CH3:19])=[O:16], predict the reaction product. The product is: [N+:8]([C:5]1[CH:6]=[CH:7][C:2]([CH:14]([C:15]([O:17][CH2:18][CH3:19])=[O:16])[C:13]([O:21][C:22]([CH3:25])([CH3:23])[CH3:24])=[O:20])=[N:3][CH:4]=1)([O-:10])=[O:9].